This data is from Full USPTO retrosynthesis dataset with 1.9M reactions from patents (1976-2016). The task is: Predict the reactants needed to synthesize the given product. (1) The reactants are: [NH2:1][C:2]1[N:6]=[C:5]([NH2:7])[NH:4][N:3]=1.[F:8][C:9]([F:14])([F:13])[C:10]([OH:12])=[O:11]. Given the product [O-:12][C:10]([C:9]([F:14])([F:13])[F:8])=[O:11].[NH2:1][C:2]1[NH:3][NH+:4]=[C:5]([NH2:7])[N:6]=1, predict the reactants needed to synthesize it. (2) Given the product [Br:21][C:13]1[CH:12]=[C:11]([CH:4]([CH2:5][CH:6]2[CH2:10][CH2:9][CH2:8][CH2:7]2)[C:3]([OH:22])=[O:2])[CH:16]=[CH:15][C:14]=1[S:17]([CH3:20])(=[O:19])=[O:18], predict the reactants needed to synthesize it. The reactants are: C[O:2][C:3](=[O:22])[CH:4]([C:11]1[CH:16]=[CH:15][C:14]([S:17]([CH3:20])(=[O:19])=[O:18])=[C:13]([Br:21])[CH:12]=1)[CH2:5][CH:6]1[CH2:10][CH2:9][CH2:8][CH2:7]1.[OH-].[Li+].